Predict which catalyst facilitates the given reaction. From a dataset of Catalyst prediction with 721,799 reactions and 888 catalyst types from USPTO. (1) Reactant: [NH2:1][C:2]1[CH:3]=[C:4]([CH:17]=[C:18]([C:21]([O:23][CH3:24])=[O:22])[C:19]=1[CH3:20])[O:5][CH:6]1[CH2:9][N:8]([C:10]([O:12][C:13]([CH3:16])([CH3:15])[CH3:14])=[O:11])[CH2:7]1.O=[C:26]1[CH2:31][CH2:30][CH:29]([NH:32][C:33](=[O:39])[O:34][C:35]([CH3:38])([CH3:37])[CH3:36])[CH2:28][CH2:27]1.C(O)(=O)C.C(O[BH-](OC(=O)C)OC(=O)C)(=O)C.[Na+]. Product: [C:35]([O:34][C:33]([NH:32][CH:29]1[CH2:30][CH2:31][CH:26]([NH:1][C:2]2[CH:3]=[C:4]([CH:17]=[C:18]([C:21]([O:23][CH3:24])=[O:22])[C:19]=2[CH3:20])[O:5][CH:6]2[CH2:9][N:8]([C:10]([O:12][C:13]([CH3:16])([CH3:15])[CH3:14])=[O:11])[CH2:7]2)[CH2:27][CH2:28]1)=[O:39])([CH3:38])([CH3:36])[CH3:37]. The catalyst class is: 68. (2) The catalyst class is: 23. Reactant: [F:1][C:2]([F:27])([F:26])[C:3](=O)[CH:4]([C:7]1[C:15]2[C:10](=[CH:11][CH:12]=[CH:13][CH:14]=2)[N:9]([S:16]([C:19]2[CH:24]=[CH:23][CH:22]=[CH:21][CH:20]=2)(=[O:18])=[O:17])[CH:8]=1)[CH:5]=O.[CH3:28][NH:29][NH2:30]. Product: [CH3:28][N:29]1[C:3]([C:2]([F:27])([F:26])[F:1])=[C:4]([C:7]2[C:15]3[C:10](=[CH:11][CH:12]=[CH:13][CH:14]=3)[N:9]([S:16]([C:19]3[CH:24]=[CH:23][CH:22]=[CH:21][CH:20]=3)(=[O:18])=[O:17])[CH:8]=2)[CH:5]=[N:30]1.